From a dataset of Experimentally validated miRNA-target interactions with 360,000+ pairs, plus equal number of negative samples. Binary Classification. Given a miRNA mature sequence and a target amino acid sequence, predict their likelihood of interaction. The miRNA is hsa-miR-1-3p with sequence UGGAAUGUAAAGAAGUAUGUAU. The protein sequence of the target gene is MTAEDSTAAMSSDSAAGSSAKVPEGVAGAPNEAALLALMERTGYSMVQENGQRKYGGPPPGWEGPHPQRGCEVFVGKIPRDVYEDELVPVFEAVGRIYELRLMMDFDGKNRGYAFVMYCHKHEAKRAVRELNNYEIRPGRLLGVCCSVDNCRLFIGGIPKMKKREEILEEIAKVTEGVLDVIVYASAADKMKNRGFAFVEYESHRAAAMARRKLMPGRIQLWGHQIAVDWAEPEIDVDEDVMETVKILYVRNLMIETTEDTIKKSFGQFNPGCVERVKKIRDYAFVHFTSREDAVHAMNN.... Result: 1 (interaction).